Dataset: Full USPTO retrosynthesis dataset with 1.9M reactions from patents (1976-2016). Task: Predict the reactants needed to synthesize the given product. Given the product [C:21]([S:24][C:16]1[CH:17]=[CH:18][C:13]([N:4]2[NH:3][C:2](=[O:1])[C:11]3[C:6](=[CH:7][CH:8]=[CH:9][CH:10]=3)[C:5]2=[O:12])=[CH:14][CH:15]=1)([CH3:23])([CH3:22])[CH3:20], predict the reactants needed to synthesize it. The reactants are: [OH:1][C:2]1[C:11]2[C:6](=[CH:7][CH:8]=[CH:9][CH:10]=2)[C:5](=[O:12])[N:4]([C:13]2[CH:18]=[CH:17][C:16](I)=[CH:15][CH:14]=2)[N:3]=1.[CH3:20][C:21]([S-:24])([CH3:23])[CH3:22].[Na+].C(O)CO.O.